Dataset: Catalyst prediction with 721,799 reactions and 888 catalyst types from USPTO. Task: Predict which catalyst facilitates the given reaction. (1) Reactant: [Cl:1][C:2]1[CH:7]=[CH:6][C:5]([CH:8]([C:21]2[CH:26]=[CH:25][C:24]([Cl:27])=[CH:23][CH:22]=2)[C:9]2[CH:10]=[C:11]3[C:16](=[CH:17][CH:18]=2)[NH:15][C:14](=[O:19])[CH:13]=[C:12]3[Br:20])=[CH:4][CH:3]=1.[C:28](=O)([O-])[O-].[K+].[K+].CI. Product: [Cl:1][C:2]1[CH:3]=[CH:4][C:5]([CH:8]([C:21]2[CH:26]=[CH:25][C:24]([Cl:27])=[CH:23][CH:22]=2)[C:9]2[CH:10]=[C:11]3[C:16](=[CH:17][CH:18]=2)[N:15]([CH3:28])[C:14](=[O:19])[CH:13]=[C:12]3[Br:20])=[CH:6][CH:7]=1. The catalyst class is: 9. (2) Reactant: [CH2:1]([N:5]1[C:10]2[CH:11]=[C:12]([C:17]([O:19]C)=[O:18])[CH:13]=[C:14]([C:15]#[N:16])[C:9]=2[O:8][CH2:7][CH2:6]1)[CH2:2][CH2:3][CH3:4].[OH-].[K+]. Product: [CH2:1]([N:5]1[C:10]2[CH:11]=[C:12]([C:17]([OH:19])=[O:18])[CH:13]=[C:14]([C:15]#[N:16])[C:9]=2[O:8][CH2:7][CH2:6]1)[CH2:2][CH2:3][CH3:4]. The catalyst class is: 24. (3) Reactant: Cl.[CH2:2]([O:4][C:5]([N:7]1[CH2:12][CH2:11][N:10]([CH2:13][CH:14]([C:16]2[CH:21]=[CH:20][C:19]([F:22])=[CH:18][CH:17]=2)O)[CH2:9][CH2:8]1)=[O:6])[CH3:3].S(Cl)([Cl:25])=O. Product: [CH2:2]([O:4][C:5]([N:7]1[CH2:12][CH2:11][N:10]([CH2:13][CH:14]([Cl:25])[C:16]2[CH:21]=[CH:20][C:19]([F:22])=[CH:18][CH:17]=2)[CH2:9][CH2:8]1)=[O:6])[CH3:3]. The catalyst class is: 48. (4) Reactant: F[B-](F)(F)F.[N:6]1(OC(N(C)C)=[N+](C)C)C2C=CC=CC=2N=[N:7]1.[OH:23][C:24]([CH3:51])([CH3:50])[CH2:25][C@@:26]1([C:44]2[CH:49]=[CH:48][CH:47]=[CH:46][CH:45]=2)[O:31][C:30](=[O:32])[N:29]([C@H:33]([C:35]2[CH:43]=[CH:42][C:38]([C:39](O)=[O:40])=[CH:37][CH:36]=2)[CH3:34])[CH2:28][CH2:27]1.C(N(C(C)C)C(C)C)C.O.NN. Product: [OH:23][C:24]([CH3:51])([CH3:50])[CH2:25][C@@:26]1([C:44]2[CH:49]=[CH:48][CH:47]=[CH:46][CH:45]=2)[O:31][C:30](=[O:32])[N:29]([C@H:33]([C:35]2[CH:43]=[CH:42][C:38]([C:39]([NH:6][NH2:7])=[O:40])=[CH:37][CH:36]=2)[CH3:34])[CH2:28][CH2:27]1. The catalyst class is: 35. (5) Reactant: [NH2:1][C@@H:2]1[CH2:7][CH2:6][C@H:5]([N:8]2[C:12]3[N:13]=[C:14]([NH2:17])[N:15]=[CH:16][C:11]=3[C:10]([C:18]3[CH:23]=[CH:22][CH:21]=[C:20]([O:24][CH2:25][C:26]4[CH:31]=[CH:30][CH:29]=[CH:28][CH:27]=4)[CH:19]=3)=[CH:9]2)[CH2:4][CH2:3]1.[CH2:32]([N:34]=[C:35]=[O:36])[CH3:33]. Product: [NH2:15][C:16]1[C:11]2[C:10]([C:18]3[CH:23]=[CH:22][CH:21]=[C:20]([O:24][CH2:25][C:26]4[CH:27]=[CH:28][CH:29]=[CH:30][CH:31]=4)[CH:19]=3)=[CH:9][N:8]([C@@H:5]3[CH2:6][CH2:7][C@H:2]([NH:1][C:35]([NH:34][CH2:32][CH3:33])=[O:36])[CH2:3][CH2:4]3)[C:12]=2[N:13]=[CH:14][N:17]=1. The catalyst class is: 10. (6) Reactant: [C:1]([O:5][C:6]([N:8]1[CH2:12][CH2:11][C@H:10]([OH:13])[CH2:9]1)=[O:7])([CH3:4])([CH3:3])[CH3:2].C(N(CC)CC)C.[CH3:21][S:22](Cl)(=[O:24])=[O:23].O. Product: [C:1]([O:5][C:6]([N:8]1[CH2:12][CH2:11][C@H:10]([O:13][S:22]([CH3:21])(=[O:24])=[O:23])[CH2:9]1)=[O:7])([CH3:4])([CH3:2])[CH3:3]. The catalyst class is: 7. (7) Reactant: [CH3:1][C:2]1[CH:7]=[CH:6][C:5]([CH3:8])=[CH:4][C:3]=1[C@@H:9]1[N:14]([C:15]([O:17][C:18]([CH3:21])([CH3:20])[CH3:19])=[O:16])[CH2:13][CH2:12][N:11]2[C:22](=[O:25])[CH2:23][CH2:24][C@@H:10]12.[Li+].C[Si]([N-][Si](C)(C)C)(C)C.CN1C(=O)N(C)[CH2:40][CH2:39][CH2:38]1.[CH2:45](Br)[CH:46]=[CH2:47]. Product: [C:18]([O:17][C:15]([N:14]1[CH2:13][CH2:12][N:11]2[C:22](=[O:25])[C:23]([CH2:47][CH:46]=[CH2:45])([CH2:38][CH:39]=[CH2:40])[CH2:24][C@H:10]2[C@H:9]1[C:3]1[CH:4]=[C:5]([CH3:8])[CH:6]=[CH:7][C:2]=1[CH3:1])=[O:16])([CH3:21])([CH3:20])[CH3:19]. The catalyst class is: 1. (8) Reactant: [O:1]([C:8]1[CH:13]=[CH:12][C:11]([C:14]2[C:22]3[C:17](=[N:18][CH:19]=[N:20][C:21]=3[NH2:23])[N:16]([C:24]3[CH:29]=[CH:28][C:27](Br)=[CH:26][N:25]=3)[N:15]=2)=[CH:10][CH:9]=1)[C:2]1[CH:7]=[CH:6][CH:5]=[CH:4][CH:3]=1.CN(C)C=O.[H][H]. Product: [O:1]([C:8]1[CH:9]=[CH:10][C:11]([C:14]2[C:22]3[C:17](=[N:18][CH:19]=[N:20][C:21]=3[NH2:23])[N:16]([C:24]3[CH:29]=[CH:28][CH:27]=[CH:26][N:25]=3)[N:15]=2)=[CH:12][CH:13]=1)[C:2]1[CH:7]=[CH:6][CH:5]=[CH:4][CH:3]=1. The catalyst class is: 29. (9) Reactant: [C:1]1([CH:7]([C:17]2[CH:22]=[CH:21][N:20]=[N:19][CH:18]=2)[CH2:8][NH:9]C(=O)OC(C)(C)C)[CH:6]=[CH:5][CH:4]=[CH:3][CH:2]=1. Product: [C:1]1([CH:7]([C:17]2[CH:22]=[CH:21][N:20]=[N:19][CH:18]=2)[CH2:8][NH2:9])[CH:6]=[CH:5][CH:4]=[CH:3][CH:2]=1. The catalyst class is: 157.